The task is: Predict the product of the given reaction.. This data is from Forward reaction prediction with 1.9M reactions from USPTO patents (1976-2016). (1) Given the reactants [CH3:1][C:2]1([CH3:38])[C:10]2=[CH:11][C:12]3[N:13]([C:31]([O:33][C:34]([CH3:37])([CH3:36])[CH3:35])=[O:32])[C:14]4[C:19]([C:20]=3[CH:21]=[C:9]2[C:8]2[C:3]1=[CH:4][CH:5]=[CH:6][CH:7]=2)=[CH:18][C:17](B1OC(C)(C)C(C)(C)O1)=[CH:16][CH:15]=4.Br[C:40]1[CH:41]=[C:42]([C:46]2[CH:51]=[CH:50][CH:49]=[C:48]([C:52]([C:54]3[CH:59]=[CH:58][CH:57]=[CH:56][CH:55]=3)=[O:53])[CH:47]=2)[CH:43]=[CH:44][CH:45]=1.C(=O)([O-])[O-].[Na+].[Na+].C1(C)C=CC=CC=1, predict the reaction product. The product is: [C:52]([C:48]1[CH:47]=[C:46]([C:42]2[CH:43]=[CH:44][CH:45]=[C:40]([C:17]3[CH:18]=[C:19]4[C:14](=[CH:15][CH:16]=3)[N:13]([C:31]([O:33][C:34]([CH3:35])([CH3:36])[CH3:37])=[O:32])[C:12]3[CH:11]=[C:10]5[C:2]([CH3:1])([CH3:38])[C:3]6[C:8]([C:9]5=[CH:21][C:20]4=3)=[CH:7][CH:6]=[CH:5][CH:4]=6)[CH:41]=2)[CH:51]=[CH:50][CH:49]=1)(=[O:53])[C:54]1[CH:55]=[CH:56][CH:57]=[CH:58][CH:59]=1. (2) Given the reactants Cl[C:2]1[N:3]=[C:4]([N:21]2[CH2:26][CH2:25][O:24][CH2:23][CH2:22]2)[C:5]2[CH:10]=[C:9]([CH2:11][N:12]([CH3:20])[CH:13]3[CH2:18][CH2:17][N:16]([CH3:19])[CH2:15][CH2:14]3)[S:8][C:6]=2[N:7]=1.C([O-])([O-])=O.[Na+].[Na+].CC1(C)C(C)(C)OB([C:41]2[C:42]([C:48]([F:51])([F:50])[F:49])=[N:43][C:44]([NH2:47])=[N:45][CH:46]=2)O1, predict the reaction product. The product is: [CH3:20][N:12]([CH2:11][C:9]1[S:8][C:6]2[N:7]=[C:2]([C:41]3[C:42]([C:48]([F:51])([F:50])[F:49])=[N:43][C:44]([NH2:47])=[N:45][CH:46]=3)[N:3]=[C:4]([N:21]3[CH2:26][CH2:25][O:24][CH2:23][CH2:22]3)[C:5]=2[CH:10]=1)[CH:13]1[CH2:18][CH2:17][N:16]([CH3:19])[CH2:15][CH2:14]1. (3) Given the reactants [F:1][C:2]1[CH:3]=[C:4]([NH:15][C:16]2[C:25]3[C:20](=[CH:21][C:22]([O:37][CH3:38])=[C:23]([O:26][CH:27]4[CH2:32][CH2:31][N:30](S(C)(=O)=O)[CH2:29][CH2:28]4)[CH:24]=3)[N:19]=[CH:18][N:17]=2)[CH:5]=[CH:6][C:7]=1[S:8][C:9]1[N:10]([CH3:14])[CH:11]=[CH:12][N:13]=1.ClC1C2C(=CC(OC)=C(OC3CCN(C(OC(C)(C)C)=O)CC3)C=2)N=CN=1.FC1C=C(C=CC=1SC1N(C)C=CN=1)N, predict the reaction product. The product is: [F:1][C:2]1[CH:3]=[C:4]([NH:15][C:16]2[C:25]3[C:20](=[CH:21][C:22]([O:37][CH3:38])=[C:23]([O:26][CH:27]4[CH2:32][CH2:31][NH:30][CH2:29][CH2:28]4)[CH:24]=3)[N:19]=[CH:18][N:17]=2)[CH:5]=[CH:6][C:7]=1[S:8][C:9]1[N:10]([CH3:14])[CH:11]=[CH:12][N:13]=1.